From a dataset of Peptide-MHC class I binding affinity with 185,985 pairs from IEDB/IMGT. Regression. Given a peptide amino acid sequence and an MHC pseudo amino acid sequence, predict their binding affinity value. This is MHC class I binding data. The peptide sequence is FPVTPQVPLR. The MHC is HLA-A24:02 with pseudo-sequence HLA-A24:02. The binding affinity (normalized) is 0.